Dataset: Full USPTO retrosynthesis dataset with 1.9M reactions from patents (1976-2016). Task: Predict the reactants needed to synthesize the given product. (1) Given the product [CH3:17][NH:16][CH2:15][CH:12]1[CH2:13][CH2:14][N:9]([C:6]2[CH:5]=[CH:4][C:3]([C:2]([F:21])([F:1])[F:20])=[CH:8][CH:7]=2)[CH2:10][CH2:11]1, predict the reactants needed to synthesize it. The reactants are: [F:1][C:2]([F:21])([F:20])[C:3]1[CH:8]=[CH:7][C:6]([N:9]2[CH2:14][CH2:13][CH:12]([CH2:15][NH:16][C:17](=O)O)[CH2:11][CH2:10]2)=[CH:5][CH:4]=1.C(OC(=O)NCC1CCN(C2C=CC(C(F)(F)F)=CC=2)CC1)(C)(C)C.[H-].[Al+3].[Li+].[H-].[H-].[H-].Cl. (2) Given the product [F:8][C:4]1[CH:5]=[CH:6][CH:7]=[C:2]([F:1])[C:3]=1[C:9]1[C:18]2[CH:17]=[C:16]([F:19])[CH:15]=[CH:14][C:13]=2[C:12]2=[N:20][N:21]([CH2:30][O:31][CH2:32][CH2:33][Si:34]([CH3:37])([CH3:36])[CH3:35])[C:22]([NH:23][CH:24]3[CH2:25][CH2:26][N:27]([S:44]([NH2:47])(=[O:46])=[O:45])[CH2:28][CH2:29]3)=[C:11]2[N:10]=1, predict the reactants needed to synthesize it. The reactants are: [F:1][C:2]1[CH:7]=[CH:6][CH:5]=[C:4]([F:8])[C:3]=1[C:9]1[C:18]2[CH:17]=[C:16]([F:19])[CH:15]=[CH:14][C:13]=2[C:12]2=[N:20][N:21]([CH2:30][O:31][CH2:32][CH2:33][Si:34]([CH3:37])([CH3:36])[CH3:35])[C:22]([NH:23][CH:24]3[CH2:29][CH2:28][NH:27][CH2:26][CH2:25]3)=[C:11]2[N:10]=1.COCCOC.[S:44](N)([NH2:47])(=[O:46])=[O:45]. (3) Given the product [NH2:25][C:4]1[N:3]=[C:2]([C:33]2[CH:32]=[CH:31][C:28]([C:29]#[N:30])=[C:27]([F:26])[CH:34]=2)[CH:7]=[C:6]([N:8]2[CH2:13][CH2:12][O:11][CH:10]([C:14]3[NH:18][C:17]4[CH:19]=[CH:20][C:21]([O:23][CH3:24])=[CH:22][C:16]=4[N:15]=3)[CH2:9]2)[N:5]=1, predict the reactants needed to synthesize it. The reactants are: Cl[C:2]1[CH:7]=[C:6]([N:8]2[CH2:13][CH2:12][O:11][CH:10]([C:14]3[NH:18][C:17]4[CH:19]=[CH:20][C:21]([O:23][CH3:24])=[CH:22][C:16]=4[N:15]=3)[CH2:9]2)[N:5]=[C:4]([NH2:25])[N:3]=1.[F:26][C:27]1[CH:34]=[C:33](B2OC(C)(C)C(C)(C)O2)[CH:32]=[CH:31][C:28]=1[C:29]#[N:30].C([O-])([O-])=O.[Na+].[Na+]. (4) The reactants are: O1CCCCC1[N:7]1[C:15]2[C:10](=[CH:11][C:12]([C:16]3[CH:17]=[C:18]4[C:24]([C:25]([F:28])([F:27])[F:26])=[N:23][NH:22][C:19]4=[N:20][CH:21]=3)=[CH:13][CH:14]=2)[C:9]([C:29]2[N:34]=[C:33]([N:35]3[CH2:40][CH2:39][CH:38]([NH:41]C(=O)OC(C)(C)C)[CH2:37][CH2:36]3)[CH:32]=[N:31][CH:30]=2)=[N:8]1.Cl. Given the product [F:28][C:25]([F:26])([F:27])[C:24]1[C:18]2[C:19](=[N:20][CH:21]=[C:16]([C:12]3[CH:11]=[C:10]4[C:15](=[CH:14][CH:13]=3)[NH:7][N:8]=[C:9]4[C:29]3[N:34]=[C:33]([N:35]4[CH2:40][CH2:39][CH:38]([NH2:41])[CH2:37][CH2:36]4)[CH:32]=[N:31][CH:30]=3)[CH:17]=2)[NH:22][N:23]=1, predict the reactants needed to synthesize it. (5) The reactants are: [O:1]1[CH:5]=[C:4]([C:6]([OH:8])=O)[N:3]=[CH:2]1.C(Cl)(=O)C(Cl)=O.CN(C)C=O.[NH2:20][C:21]1[S:22][C:23]2[C:28]([N:29]=1)=[CH:27][CH:26]=[C:25]([O:30][C:31]1[CH:32]=[C:33]([NH:38][C:39](=[O:50])[C:40]3[CH:45]=[CH:44][CH:43]=[C:42]([C:46]([F:49])([F:48])[F:47])[CH:41]=3)[CH:34]=[CH:35][C:36]=1[CH3:37])[N:24]=2. Given the product [CH3:37][C:36]1[CH:35]=[CH:34][C:33]([NH:38][C:39](=[O:50])[C:40]2[CH:45]=[CH:44][CH:43]=[C:42]([C:46]([F:47])([F:48])[F:49])[CH:41]=2)=[CH:32][C:31]=1[O:30][C:25]1[N:24]=[C:23]2[S:22][C:21]([NH:20][C:6]([C:4]3[N:3]=[CH:2][O:1][CH:5]=3)=[O:8])=[N:29][C:28]2=[CH:27][CH:26]=1, predict the reactants needed to synthesize it. (6) Given the product [Si:33]([O:22][CH2:21][C@H:20]([C:13]1[C:14]([C:16]([F:18])([F:19])[F:17])=[N:15][C:10]([C:3]2[CH:4]=[C:5]([O:8][CH3:9])[CH:6]=[CH:7][C:2]=2[F:1])=[CH:11][CH:12]=1)[OH:23])([C:29]([CH3:32])([CH3:31])[CH3:30])([C:40]1[CH:41]=[CH:42][CH:43]=[CH:44][CH:45]=1)[C:34]1[CH:39]=[CH:38][CH:37]=[CH:36][CH:35]=1, predict the reactants needed to synthesize it. The reactants are: [F:1][C:2]1[CH:7]=[CH:6][C:5]([O:8][CH3:9])=[CH:4][C:3]=1[C:10]1[N:15]=[C:14]([C:16]([F:19])([F:18])[F:17])[C:13]([C@H:20]([OH:23])[CH2:21][OH:22])=[CH:12][CH:11]=1.N1C=CN=C1.[C:29]([Si:33](Cl)([C:40]1[CH:45]=[CH:44][CH:43]=[CH:42][CH:41]=1)[C:34]1[CH:39]=[CH:38][CH:37]=[CH:36][CH:35]=1)([CH3:32])([CH3:31])[CH3:30].